This data is from Reaction yield outcomes from USPTO patents with 853,638 reactions. The task is: Predict the reaction yield, written as a fraction of the theoretical maximum amount of product (1.0 means a 100% yield; for example, 0.34 means a 34% yield). (1) The reactants are [Cl:1][C:2]1[C:3]([O:14][CH3:15])=[CH:4][C:5]([OH:13])=[C:6]([NH:8][C:9](=[O:12])[CH2:10][CH3:11])[CH:7]=1.[N+](C1C=C(S(O[CH2:29][C@:30]2([CH3:33])[CH2:32][O:31]2)(=O)=O)C=CC=1)([O-])=O.C(=O)([O-])[O-].[Cs+].[Cs+]. The catalyst is CN(C=O)C. The product is [Cl:1][C:2]1[C:3]([O:14][CH3:15])=[CH:4][C:5]([O:13][CH2:29][C@:30]2([CH3:33])[CH2:32][O:31]2)=[C:6]([NH:8][C:9](=[O:12])[CH2:10][CH3:11])[CH:7]=1. The yield is 0.950. (2) The reactants are [Cl:1][C:2]1[CH:7]=[CH:6][C:5]([S:8]([CH:11]([C:15]2[CH:20]=[C:19]([F:21])[CH:18]=[CH:17][C:16]=2[F:22])[CH2:12][CH2:13][OH:14])(=[O:10])=[O:9])=[CH:4][CH:3]=1.[CH2:23]([N:25]([CH2:28]C)CC)C.ClC(OC1C=CC([N+]([O-])=O)=CC=1)=[O:32].CN. The catalyst is ClCCl.CCCCCC.O1CCCC1. The product is [CH3:23][NH:25][C:28](=[O:32])[O:14][CH2:13][CH2:12][CH:11]([S:8]([C:5]1[CH:4]=[CH:3][C:2]([Cl:1])=[CH:7][CH:6]=1)(=[O:10])=[O:9])[C:15]1[CH:20]=[C:19]([F:21])[CH:18]=[CH:17][C:16]=1[F:22]. The yield is 0.270.